From a dataset of NCI-60 drug combinations with 297,098 pairs across 59 cell lines. Regression. Given two drug SMILES strings and cell line genomic features, predict the synergy score measuring deviation from expected non-interaction effect. (1) Drug 1: CC12CCC(CC1=CCC3C2CCC4(C3CC=C4C5=CN=CC=C5)C)O. Drug 2: CC1C(C(=O)NC(C(=O)N2CCCC2C(=O)N(CC(=O)N(C(C(=O)O1)C(C)C)C)C)C(C)C)NC(=O)C3=C4C(=C(C=C3)C)OC5=C(C(=O)C(=C(C5=N4)C(=O)NC6C(OC(=O)C(N(C(=O)CN(C(=O)C7CCCN7C(=O)C(NC6=O)C(C)C)C)C)C(C)C)C)N)C. Cell line: HCC-2998. Synergy scores: CSS=9.08, Synergy_ZIP=10.6, Synergy_Bliss=10.3, Synergy_Loewe=7.37, Synergy_HSA=7.45. (2) Drug 1: C1=C(C(=O)NC(=O)N1)N(CCCl)CCCl. Drug 2: CC1=C(N=C(N=C1N)C(CC(=O)N)NCC(C(=O)N)N)C(=O)NC(C(C2=CN=CN2)OC3C(C(C(C(O3)CO)O)O)OC4C(C(C(C(O4)CO)O)OC(=O)N)O)C(=O)NC(C)C(C(C)C(=O)NC(C(C)O)C(=O)NCCC5=NC(=CS5)C6=NC(=CS6)C(=O)NCCC[S+](C)C)O. Cell line: ACHN. Synergy scores: CSS=82.6, Synergy_ZIP=2.44, Synergy_Bliss=1.73, Synergy_Loewe=4.64, Synergy_HSA=7.84.